Dataset: Full USPTO retrosynthesis dataset with 1.9M reactions from patents (1976-2016). Task: Predict the reactants needed to synthesize the given product. (1) Given the product [Cl:15][C:16]1[C:25]([Cl:26])=[CH:24][CH:23]=[CH:22][C:17]=1[C:18]([C:13]1[S:12][C:10]2[NH:11][C:7]([CH3:6])=[CH:8][C:9]=2[CH:14]=1)=[O:19], predict the reactants needed to synthesize it. The reactants are: C([Li])(C)(C)C.[CH3:6][C:7]1[NH:11][C:10]2[S:12][CH:13]=[CH:14][C:9]=2[CH:8]=1.[Cl:15][C:16]1[C:25]([Cl:26])=[CH:24][CH:23]=[CH:22][C:17]=1[C:18](OC)=[O:19]. (2) Given the product [CH3:32][NH:34][C:23](=[O:25])[C:22]1[CH:26]=[CH:27][C:19]([N:16]2[CH2:15][CH2:14][N:13]([CH2:12][C:9]3[CH:10]=[N:11][C:5]4[N:4]5[CH2:28][CH2:29][S:30][CH2:31][C@H:3]5[C:2](=[O:1])[NH:7][C:6]=4[CH:8]=3)[CH2:18][CH2:17]2)=[CH:20][CH:21]=1, predict the reactants needed to synthesize it. The reactants are: [O:1]=[C:2]1[NH:7][C:6]2[CH:8]=[C:9]([CH2:12][N:13]3[CH2:18][CH2:17][N:16]([C:19]4[CH:27]=[CH:26][C:22]([C:23]([OH:25])=O)=[CH:21][CH:20]=4)[CH2:15][CH2:14]3)[CH:10]=[N:11][C:5]=2[N:4]2[CH2:28][CH2:29][S:30][CH2:31][C@@H:3]12.[CH2:32]([N:34](C(C)C)C(C)C)C.Cl.CN. (3) Given the product [Cl:1][C:2]1[CH:7]=[CH:6][C:5]([C:8]2[O:12][N:11]=[C:10]3[CH:13]=[CH:14][C:15]([C:17]4[CH:22]=[CH:21][N:20]=[C:19]([NH:23][C:24](=[O:26])[CH3:25])[N:18]=4)=[CH:16][C:9]=23)=[CH:4][CH:3]=1, predict the reactants needed to synthesize it. The reactants are: [Cl:1][C:2]1[CH:7]=[CH:6][C:5]([C:8]2[O:12][N:11]=[C:10]3[CH:13]=[CH:14][C:15]([C:17]4[CH:22]=[CH:21][N:20]=[C:19]([NH2:23])[N:18]=4)=[CH:16][C:9]=23)=[CH:4][CH:3]=1.[C:24](OC(=O)C)(=[O:26])[CH3:25]. (4) Given the product [O:16]1[CH2:17][CH2:18][N:13]([C:11]2[N:12]=[C:7]([N:4]3[CH2:3][CH2:2][O:1][CH2:6][CH2:5]3)[N:8]=[C:9]([C:19]3[CH:24]=[CH:23][C:22]([NH:25][C:26]([NH:27][C:28]4[CH:29]=[CH:30][C:31]([C:32]([N:79]5[CH2:80][CH2:81][CH:76]([N:71]6[CH2:75][CH2:74][CH2:73][CH2:72]6)[CH2:77][CH2:78]5)=[O:33])=[CH:35][CH:36]=4)=[O:37])=[CH:21][CH:20]=3)[N:10]=2)[CH2:14][CH2:15]1, predict the reactants needed to synthesize it. The reactants are: [O:1]1[CH2:6][CH2:5][N:4]([C:7]2[N:12]=[C:11]([N:13]3[CH2:18][CH2:17][O:16][CH2:15][CH2:14]3)[N:10]=[C:9]([C:19]3[CH:24]=[CH:23][C:22]([NH:25][C:26](=[O:37])[NH:27][C:28]4[CH:36]=[CH:35][C:31]([C:32](O)=[O:33])=[CH:30][CH:29]=4)=[CH:21][CH:20]=3)[N:8]=2)[CH2:3][CH2:2]1.CCN(C(C)C)C(C)C.CN(C(ON1N=NC2C=CC=CC1=2)=[N+](C)C)C.F[P-](F)(F)(F)(F)F.[N:71]1([CH:76]2[CH2:81][CH2:80][NH:79][CH2:78][CH2:77]2)[CH2:75][CH2:74][CH2:73][CH2:72]1.